This data is from Forward reaction prediction with 1.9M reactions from USPTO patents (1976-2016). The task is: Predict the product of the given reaction. (1) The product is: [F:12][C:10]1[CH:9]=[C:8]([F:13])[CH:7]=[C:6]2[C:11]=1[C:2]([NH:39][C:38]1[C:33]([C:30]3[CH:31]=[N:32][C:27]([O:26][CH3:25])=[CH:28][CH:29]=3)=[N:34][CH:35]=[C:36]([N:40]3[CH2:41][CH2:42][O:43][CH2:44][CH2:45]3)[CH:37]=1)=[C:3]([CH3:24])[C:4]([C:14]1[CH:19]=[CH:18][CH:17]=[CH:16][C:15]=1[S:20]([CH3:23])(=[O:22])=[O:21])=[N:5]2. Given the reactants Cl[C:2]1[C:11]2[C:6](=[CH:7][C:8]([F:13])=[CH:9][C:10]=2[F:12])[N:5]=[C:4]([C:14]2[CH:19]=[CH:18][CH:17]=[CH:16][C:15]=2[S:20]([CH3:23])(=[O:22])=[O:21])[C:3]=1[CH3:24].[CH3:25][O:26][C:27]1[N:32]=[CH:31][C:30]([C:33]2[C:38]([NH2:39])=[CH:37][C:36]([N:40]3[CH2:45][CH2:44][O:43][CH2:42][CH2:41]3)=[CH:35][N:34]=2)=[CH:29][CH:28]=1, predict the reaction product. (2) The product is: [F:1][C:2]([F:13])([F:12])[C@H:3]1[CH2:8][CH2:7][C@H:6]([C:9]([Cl:16])=[O:10])[CH2:5][CH2:4]1. Given the reactants [F:1][C:2]([F:13])([F:12])[C@H:3]1[CH2:8][CH2:7][C@H:6]([C:9](O)=[O:10])[CH2:5][CH2:4]1.S(Cl)([Cl:16])=O, predict the reaction product. (3) Given the reactants [CH2:1](O)[CH:2](O)C.[C:6]([OH:15])(=[O:14])[CH2:7][CH2:8][CH2:9][CH2:10][C:11]([OH:13])=[O:12], predict the reaction product. The product is: [C:6]([OH:15])(=[O:14])[C:7]1[CH:2]=[CH:1][C:10]([C:11]([OH:13])=[O:12])=[CH:9][CH:8]=1.[C:6]([OH:15])(=[O:14])[CH2:7][CH2:8][CH2:9][CH2:10][C:11]([OH:13])=[O:12]. (4) Given the reactants CCN(C(C)C)C(C)C.[F:10][C:11]1[CH:12]=[C:13]2[C:18](=[CH:19][CH:20]=1)[N:17]=[C:16]([CH2:21][O:22][C:23]1[CH:28]=[CH:27][C:26]([CH2:29][C:30](O)=[O:31])=[C:25]([C:33]3([C:38]4[CH:43]=[CH:42][CH:41]=[CH:40][CH:39]=4)[CH2:37][CH2:36][CH2:35][CH2:34]3)[CH:24]=1)[CH:15]=[CH:14]2.[NH2:44][CH2:45][C:46]1[CH:47]=[N:48][CH:49]=[CH:50][CH:51]=1.CN(C(ON1N=NC2C=CC=NC1=2)=[N+](C)C)C.F[P-](F)(F)(F)(F)F, predict the reaction product. The product is: [F:10][C:11]1[CH:12]=[C:13]2[C:18](=[CH:19][CH:20]=1)[N:17]=[C:16]([CH2:21][O:22][C:23]1[CH:28]=[CH:27][C:26]([CH2:29][C:30]([NH:44][CH2:45][C:46]3[CH:47]=[N:48][CH:49]=[CH:50][CH:51]=3)=[O:31])=[C:25]([C:33]3([C:38]4[CH:39]=[CH:40][CH:41]=[CH:42][CH:43]=4)[CH2:34][CH2:35][CH2:36][CH2:37]3)[CH:24]=1)[CH:15]=[CH:14]2. (5) Given the reactants [O:1]1[C:5]2([CH2:10][CH2:9][CH:8]([NH:11]CCC)[CH2:7][CH2:6]2)[O:4][CH2:3][CH2:2]1.N, predict the reaction product. The product is: [O:1]1[C:5]2([CH2:10][CH2:9][CH:8]([NH2:11])[CH2:7][CH2:6]2)[O:4][CH2:3][CH2:2]1. (6) Given the reactants [CH3:1][C:2]1[CH:3]=[C:4]([NH:16][C:17]2[C:26]3[C:21](=[CH:22][CH:23]=[CH:24][C:25]=3[O:27][C@@H:28]([CH3:32])[C:29](O)=[O:30])[N:20]=[CH:19][N:18]=2)[CH:5]=[CH:6][C:7]=1[O:8][C:9]1[CH:10]=[N:11][C:12]([CH3:15])=[CH:13][CH:14]=1.[CH3:33][NH:34][CH2:35][CH2:36][OH:37], predict the reaction product. The product is: [OH:37][CH2:36][CH2:35][N:34]([CH3:33])[C:29](=[O:30])[C@@H:28]([O:27][C:25]1[CH:24]=[CH:23][CH:22]=[C:21]2[C:26]=1[C:17]([NH:16][C:4]1[CH:5]=[CH:6][C:7]([O:8][C:9]3[CH:10]=[N:11][C:12]([CH3:15])=[CH:13][CH:14]=3)=[C:2]([CH3:1])[CH:3]=1)=[N:18][CH:19]=[N:20]2)[CH3:32].